Dataset: Orexin1 receptor HTS with 218,158 compounds and 233 confirmed actives. Task: Binary Classification. Given a drug SMILES string, predict its activity (active/inactive) in a high-throughput screening assay against a specified biological target. (1) The drug is O=C(NCCC)C(NC(=O)c1ccc(cc1)C#N)CC#C. The result is 0 (inactive). (2) The molecule is FC(F)(F)c1cc(NC(=O)COc2c(C(=O)N(CC(=O)Nc3ccc(OC)cc3)C)cccc2)ccc1. The result is 0 (inactive). (3) The compound is O=C(N1CCN(CC1)c1ccc(OC)cc1)CCCC(=O)c1ccccc1. The result is 0 (inactive). (4) The compound is Clc1c(c2oc(c(n2)CS(=O)CC(=O)NCCc2ccc(cc2)C)C)cccc1. The result is 0 (inactive).